This data is from Reaction yield outcomes from USPTO patents with 853,638 reactions. The task is: Predict the reaction yield, written as a fraction of the theoretical maximum amount of product (1.0 means a 100% yield; for example, 0.34 means a 34% yield). (1) The reactants are FC(F)(F)C(O)=O.C(OC([N:15]1[CH2:20][CH2:19][CH:18]([N:21]2[CH:25]=[C:24]([C:26]3[C:27]([O:41][C:42]4[CH:47]=[CH:46][C:45]([Cl:48])=[CH:44][C:43]=4[C:49]#[N:50])=[C:28]4[C:33](=[CH:34][CH:35]=3)[N:32]([C:36]([O:38][CH3:39])=[O:37])[C@@H:31]([CH3:40])[CH2:30][CH2:29]4)[CH:23]=[N:22]2)[CH2:17][CH2:16]1)=O)(C)(C)C. The catalyst is ClCCl. The product is [Cl:48][C:45]1[CH:46]=[CH:47][C:42]([O:41][C:27]2[C:26]([C:24]3[CH:23]=[N:22][N:21]([CH:18]4[CH2:19][CH2:20][NH:15][CH2:16][CH2:17]4)[CH:25]=3)=[CH:35][CH:34]=[C:33]3[C:28]=2[CH2:29][CH2:30][C@H:31]([CH3:40])[N:32]3[C:36]([O:38][CH3:39])=[O:37])=[C:43]([C:49]#[N:50])[CH:44]=1. The yield is 0.860. (2) The reactants are Cl.Cl.[F:3][C@H:4]1[C@H:9]([O:10][C:11]2[CH:12]=[CH:13][CH:14]=[C:15]3[C:20]=2[N:19]=[CH:18][CH:17]=[CH:16]3)[CH2:8][CH2:7][NH:6][CH2:5]1.[C:21](Cl)(=[O:30])[O:22][CH2:23][C:24]1[CH:29]=[CH:28][CH:27]=[CH:26][CH:25]=1.O.C(OCC)(=O)C. The catalyst is C(Cl)Cl. The product is [F:3][C@H:4]1[C@H:9]([O:10][C:11]2[CH:12]=[CH:13][CH:14]=[C:15]3[C:20]=2[N:19]=[CH:18][CH:17]=[CH:16]3)[CH2:8][CH2:7][N:6]([C:21]([O:22][CH2:23][C:24]2[CH:29]=[CH:28][CH:27]=[CH:26][CH:25]=2)=[O:30])[CH2:5]1. The yield is 0.510. (3) The yield is 0.828. The reactants are [Cl:1][C:2]1[CH:3]=[C:4]2[C:9](=[CH:10][C:11]=1[O:12][C:13]1[CH:18]=[CH:17][C:16]([C:19](=[O:31])[NH:20][CH2:21][CH2:22][C:23]3[CH:28]=[C:27]([Cl:29])[CH:26]=[C:25]([Cl:30])[CH:24]=3)=[CH:15][CH:14]=1)[O:8][CH2:7][CH2:6][CH:5]2[C:32]([O:34]CC)=[O:33].[OH-].[Na+].C1COCC1.Cl. The catalyst is C(OCC)(=O)C.C(O)C. The product is [Cl:1][C:2]1[CH:3]=[C:4]2[C:9](=[CH:10][C:11]=1[O:12][C:13]1[CH:18]=[CH:17][C:16]([C:19](=[O:31])[NH:20][CH2:21][CH2:22][C:23]3[CH:24]=[C:25]([Cl:30])[CH:26]=[C:27]([Cl:29])[CH:28]=3)=[CH:15][CH:14]=1)[O:8][CH2:7][CH2:6][CH:5]2[C:32]([OH:34])=[O:33]. (4) The reactants are [C:1]([O:5][C:6](=[O:30])[CH2:7][C@@H:8]([C:15](N1[C@H](C)[C@H](C2C=CC=CC=2)OC1=O)=[O:16])[CH2:9][C@H:10]([CH3:14])[CH2:11][CH2:12][CH3:13])([CH3:4])([CH3:3])[CH3:2].[Li+].[OH-].OO.S(=O)(O)[O-:36].[Na+].S([O-])([O-])=O.[Na+].[Na+]. The catalyst is O.C1COCC1.CCOCC.CCCCCC. The product is [C:1]([O:5][C:6](=[O:30])[CH2:7][C@H:8]([CH2:9][C@H:10]([CH3:14])[CH2:11][CH2:12][CH3:13])[C:15]([OH:16])=[O:36])([CH3:2])([CH3:3])[CH3:4]. The yield is 0.930.